Dataset: Forward reaction prediction with 1.9M reactions from USPTO patents (1976-2016). Task: Predict the product of the given reaction. (1) The product is: [CH:47]([C:7]1[CH:8]=[CH:9][CH:10]=[C:11]2[C:16]=1[N:15]=[C:14]([NH:17][C:18]1[CH:19]=[CH:20][C:21]([S:24]([NH2:25])(=[O:27])=[O:26])=[CH:22][CH:23]=1)[N:13]=[CH:12]2)=[O:48]. Given the reactants FC(F)(F)S(O[C:7]1[CH:8]=[CH:9][CH:10]=[C:11]2[C:16]=1[N:15]=[C:14]([NH:17][C:18]1[CH:23]=[CH:22][C:21]([S:24](=[O:27])(=[O:26])[NH2:25])=[CH:20][CH:19]=1)[N:13]=[CH:12]2)(=O)=O.C(N(CC)CC)C.C([SiH](CC)CC)C.CN([CH:47]=[O:48])C, predict the reaction product. (2) Given the reactants [Cl:1][C:2]1[C:29]([CH2:30][CH2:31][OH:32])=[CH:28][CH:27]=[CH:26][C:3]=1[CH2:4][N:5]1[CH2:25][CH2:24][C:8]2([O:13][CH2:12][CH2:11][N:10]([C:14]([C:16]3[N:17]=[C:18]([CH:21]([CH3:23])[CH3:22])[S:19][CH:20]=3)=[O:15])[CH2:9]2)[CH2:7][CH2:6]1.FC(F)(F)C(O)=O.CC(OI1(OC(C)=O)(OC(C)=O)OC(=O)C2C=CC=CC1=2)=O, predict the reaction product. The product is: [Cl:1][C:2]1[C:3]([CH2:4][N:5]2[CH2:25][CH2:24][C:8]3([O:13][CH2:12][CH2:11][N:10]([C:14]([C:16]4[N:17]=[C:18]([CH:21]([CH3:22])[CH3:23])[S:19][CH:20]=4)=[O:15])[CH2:9]3)[CH2:7][CH2:6]2)=[CH:26][CH:27]=[CH:28][C:29]=1[CH2:30][CH:31]=[O:32]. (3) Given the reactants [H-].[Na+].C1C2NC3C(=CC=CC=3)C=2C(=O)CC1.[Br:17][C:18]1[CH:19]=[C:20]([CH:24]=[CH:25][C:26]=1[N:27]1[C:39]2[CH2:38][CH2:37][CH2:36][C:35](=[O:40])[C:34]=2[C:33]2[C:28]1=[CH:29][CH:30]=[CH:31][CH:32]=2)[C:21]([NH2:23])=O.BrC1C=C(C=CC=1F)C#N, predict the reaction product. The product is: [Br:17][C:18]1[CH:19]=[C:20]([CH:24]=[CH:25][C:26]=1[N:27]1[C:39]2[CH2:38][CH2:37][CH2:36][C:35](=[O:40])[C:34]=2[C:33]2[C:28]1=[CH:29][CH:30]=[CH:31][CH:32]=2)[C:21]#[N:23]. (4) Given the reactants [Cl:1][C:2]1[N:7]=[N:6][C:5]([NH2:8])=[CH:4][CH:3]=1.Cl[CH2:10][CH:11]=O, predict the reaction product. The product is: [Cl:1][C:2]1[CH:3]=[CH:4][C:5]2[N:6]([CH:10]=[CH:11][N:8]=2)[N:7]=1. (5) Given the reactants C([N:9]1[C@H:16]2[C@H:12]([N:13]([C:17]([O:19][CH2:20][C:21]3[C:26]([C:27]([F:30])([F:29])[F:28])=[CH:25][CH:24]=[CH:23][C:22]=3[F:31])=[O:18])[CH2:14]C2)[C@@H](O)C1)(=O)C1C=CC=CC=1.C(N1C=CN=C1)(N1C=CN=C1)=O.FC1C=CC=C(C(F)(F)F)C=1CO, predict the reaction product. The product is: [N:13]1([C:17]([O:19][CH2:20][C:21]2[C:26]([C:27]([F:30])([F:29])[F:28])=[CH:25][CH:24]=[CH:23][C:22]=2[F:31])=[O:18])[CH:12]=[CH:16][N:9]=[CH:14]1.